This data is from Full USPTO retrosynthesis dataset with 1.9M reactions from patents (1976-2016). The task is: Predict the reactants needed to synthesize the given product. (1) Given the product [OH:21][CH2:20][C:19]([N:12]1[C:13]2[CH:18]=[CH:17][N:16]=[CH:15][C:14]=2[C:10]([C:8]([C:4]2[CH:3]=[C:2]([NH:1][C:40](=[O:41])[CH2:39][C:35]3[CH:36]=[CH:37][CH:38]=[C:33]([C:32]([F:43])([F:31])[F:44])[CH:34]=3)[CH:7]=[N:6][CH:5]=2)=[O:9])=[CH:11]1)([CH3:29])[CH3:30], predict the reactants needed to synthesize it. The reactants are: [NH2:1][C:2]1[CH:3]=[C:4]([C:8]([C:10]2[C:14]3[CH:15]=[N:16][CH:17]=[CH:18][C:13]=3[N:12]([C:19]([CH3:30])([CH3:29])[CH2:20][O:21][Si](C(C)(C)C)(C)C)[CH:11]=2)=[O:9])[CH:5]=[N:6][CH:7]=1.[F:31][C:32]([F:44])([F:43])[C:33]1[CH:34]=[C:35]([CH2:39][C:40](O)=[O:41])[CH:36]=[CH:37][CH:38]=1.CCN(C(C)C)C(C)C. (2) Given the product [CH2:13]([N:6]1[CH2:5][CH:4]([CH:1]([CH3:3])[CH3:2])[NH:9][C:8](=[O:10])[C:7]1([CH3:12])[CH3:11])[C:14]1[CH:19]=[CH:18][CH:17]=[CH:16][CH:15]=1, predict the reactants needed to synthesize it. The reactants are: [CH:1]([CH:4]1[NH:9][C:8](=[O:10])[C:7]([CH3:12])([CH3:11])[NH:6][CH2:5]1)([CH3:3])[CH3:2].[CH2:13](Br)[C:14]1[CH:19]=[CH:18][CH:17]=[CH:16][CH:15]=1.CCN(C(C)C)C(C)C. (3) Given the product [CH3:24][O:25][C:26]1[CH:34]=[CH:33][C:29]([C:30]([NH:1][CH2:2][C@H:3]2[N:8]([C:9]([C:11]3[N:12]=[C:13]([CH3:23])[S:14][C:15]=3[C:16]3[CH:17]=[C:18]([CH3:22])[CH:19]=[CH:20][CH:21]=3)=[O:10])[CH2:7][C@H:6]3[C@@H:4]2[CH2:5]3)=[O:31])=[C:28]([CH3:35])[CH:27]=1, predict the reactants needed to synthesize it. The reactants are: [NH2:1][CH2:2][C@H:3]1[N:8]([C:9]([C:11]2[N:12]=[C:13]([CH3:23])[S:14][C:15]=2[C:16]2[CH:17]=[C:18]([CH3:22])[CH:19]=[CH:20][CH:21]=2)=[O:10])[CH2:7][C@H:6]2[C@@H:4]1[CH2:5]2.[CH3:24][O:25][C:26]1[CH:34]=[CH:33][C:29]([C:30](O)=[O:31])=[C:28]([CH3:35])[CH:27]=1. (4) Given the product [Br:1][C:2]1[CH:3]=[C:4]2[C:10]([C:30]3[CH:31]=[N:32][N:33]([CH2:35][C:36]4[CH:41]=[CH:40][CH:39]=[C:38]([C:42]([F:44])([F:45])[F:43])[CH:37]=4)[CH:34]=3)=[CH:9][N:8]([S:12]([C:15]3[CH:21]=[CH:20][C:18]([CH3:19])=[CH:17][CH:16]=3)(=[O:14])=[O:13])[C:5]2=[N:6][CH:7]=1, predict the reactants needed to synthesize it. The reactants are: [Br:1][C:2]1[CH:3]=[C:4]2[C:10](I)=[CH:9][N:8]([S:12]([C:15]3[CH:21]=[CH:20][C:18]([CH3:19])=[CH:17][CH:16]=3)(=[O:14])=[O:13])[C:5]2=[N:6][CH:7]=1.CC1(C)C(C)(C)OB([C:30]2[CH:31]=[N:32][N:33]([CH2:35][C:36]3[CH:41]=[CH:40][CH:39]=[C:38]([C:42]([F:45])([F:44])[F:43])[CH:37]=3)[CH:34]=2)O1.C(=O)([O-])[O-].[Na+].[Na+]. (5) Given the product [C:1]([C@H:5]([NH:27][CH2:28][C:29]([NH:34][CH2:32][CH3:33])=[O:31])[C:6]([N:8]1[CH2:12][C:11]([C:13]2[CH:18]=[C:17]([F:19])[CH:16]=[CH:15][C:14]=2[F:20])=[CH:10][C@H:9]1[C:21]1[CH:26]=[CH:25][CH:24]=[CH:23][CH:22]=1)=[O:7])([CH3:4])([CH3:2])[CH3:3], predict the reactants needed to synthesize it. The reactants are: [C:1]([C@H:5]([NH:27][CH2:28][C:29]([O-:31])=O)[C:6]([N:8]1[CH2:12][C:11]([C:13]2[CH:18]=[C:17]([F:19])[CH:16]=[CH:15][C:14]=2[F:20])=[CH:10][C@H:9]1[C:21]1[CH:26]=[CH:25][CH:24]=[CH:23][CH:22]=1)=[O:7])([CH3:4])([CH3:3])[CH3:2].[CH2:32]([NH2:34])[CH3:33]. (6) Given the product [OH:31][CH:28]1[CH2:29][CH2:30][N:25]([C:15]([C:11]2[CH:10]=[C:9]3[C:14](=[CH:13][CH:12]=2)[C:5]([O:4][CH:1]([CH3:2])[CH3:3])=[N:6][C:7]([NH:18][C:19]2[CH:23]=[C:22]([CH3:24])[NH:21][N:20]=2)=[CH:8]3)=[O:17])[CH2:26][CH2:27]1, predict the reactants needed to synthesize it. The reactants are: [CH:1]([O:4][C:5]1[C:14]2[C:9](=[CH:10][C:11]([C:15]([OH:17])=O)=[CH:12][CH:13]=2)[CH:8]=[C:7]([NH:18][C:19]2[CH:23]=[C:22]([CH3:24])[NH:21][N:20]=2)[N:6]=1)([CH3:3])[CH3:2].[NH:25]1[CH2:30][CH2:29][CH:28]([OH:31])[CH2:27][CH2:26]1. (7) Given the product [F:11][C:12]1[CH:13]=[C:14]([C:18]2[S:19][C:20]([C:24](=[O:26])[CH2:25][C:27](=[O:33])[C:28]([O:30][CH2:31][CH3:32])=[O:29])=[C:21]([CH3:23])[N:22]=2)[CH:15]=[N:16][CH:17]=1, predict the reactants needed to synthesize it. The reactants are: C[Si]([N-][Si](C)(C)C)(C)C.[Li+].[F:11][C:12]1[CH:13]=[C:14]([C:18]2[S:19][C:20]([C:24](=[O:26])[CH3:25])=[C:21]([CH3:23])[N:22]=2)[CH:15]=[N:16][CH:17]=1.[C:27](OCC)(=[O:33])[C:28]([O:30][CH2:31][CH3:32])=[O:29].S([O-])(O)(=O)=O.[K+]. (8) Given the product [C:2]([C:7]1[N:8]=[C:9]([CH2:12][N:13]2[CH:17]=[CH:16][C:15]([NH:18][C:32]([C:27]3[N:28]=[C:29]([CH3:31])[O:30][C:26]=3[C:22]3[CH:23]=[CH:24][CH:25]=[C:20]([F:19])[CH:21]=3)=[O:33])=[N:14]2)[S:10][CH:11]=1)(=[O:6])[CH3:1], predict the reactants needed to synthesize it. The reactants are: [CH3:1][C:2]1([C:7]2[N:8]=[C:9]([CH2:12][N:13]3[CH:17]=[CH:16][C:15]([NH2:18])=[N:14]3)[S:10][CH:11]=2)[O:6]CCO1.[F:19][C:20]1[CH:21]=[C:22]([C:26]2[O:30][C:29]([CH3:31])=[N:28][C:27]=2[C:32](O)=[O:33])[CH:23]=[CH:24][CH:25]=1.